This data is from NCI-60 drug combinations with 297,098 pairs across 59 cell lines. The task is: Regression. Given two drug SMILES strings and cell line genomic features, predict the synergy score measuring deviation from expected non-interaction effect. (1) Cell line: SF-268. Drug 2: CN(CCCl)CCCl.Cl. Drug 1: CC1=CC2C(CCC3(C2CCC3(C(=O)C)OC(=O)C)C)C4(C1=CC(=O)CC4)C. Synergy scores: CSS=7.05, Synergy_ZIP=-1.49, Synergy_Bliss=5.22, Synergy_Loewe=-13.9, Synergy_HSA=0.515. (2) Drug 1: C1=CC=C(C(=C1)C(C2=CC=C(C=C2)Cl)C(Cl)Cl)Cl. Drug 2: CCN(CC)CCCC(C)NC1=C2C=C(C=CC2=NC3=C1C=CC(=C3)Cl)OC. Cell line: RXF 393. Synergy scores: CSS=8.08, Synergy_ZIP=-0.973, Synergy_Bliss=2.42, Synergy_Loewe=-7.58, Synergy_HSA=1.41. (3) Drug 1: CN(C(=O)NC(C=O)C(C(C(CO)O)O)O)N=O. Drug 2: C1C(C(OC1N2C=NC3=C2NC=NCC3O)CO)O. Cell line: K-562. Synergy scores: CSS=68.9, Synergy_ZIP=1.23, Synergy_Bliss=0.889, Synergy_Loewe=-2.82, Synergy_HSA=-1.60. (4) Drug 1: CC12CCC(CC1=CCC3C2CCC4(C3CC=C4C5=CN=CC=C5)C)O. Drug 2: CNC(=O)C1=CC=CC=C1SC2=CC3=C(C=C2)C(=NN3)C=CC4=CC=CC=N4. Cell line: HCT116. Synergy scores: CSS=13.7, Synergy_ZIP=1.11, Synergy_Bliss=7.27, Synergy_Loewe=6.64, Synergy_HSA=7.74. (5) Drug 1: CN1CCC(CC1)COC2=C(C=C3C(=C2)N=CN=C3NC4=C(C=C(C=C4)Br)F)OC. Drug 2: CC1=C2C(C(=O)C3(C(CC4C(C3C(C(C2(C)C)(CC1OC(=O)C(C(C5=CC=CC=C5)NC(=O)OC(C)(C)C)O)O)OC(=O)C6=CC=CC=C6)(CO4)OC(=O)C)O)C)O. Cell line: IGROV1. Synergy scores: CSS=60.8, Synergy_ZIP=-3.41, Synergy_Bliss=-1.68, Synergy_Loewe=-3.89, Synergy_HSA=1.18. (6) Drug 1: CC(C1=C(C=CC(=C1Cl)F)Cl)OC2=C(N=CC(=C2)C3=CN(N=C3)C4CCNCC4)N. Drug 2: C1C(C(OC1N2C=NC3=C(N=C(N=C32)Cl)N)CO)O. Cell line: EKVX. Synergy scores: CSS=3.88, Synergy_ZIP=0.135, Synergy_Bliss=0.167, Synergy_Loewe=-3.22, Synergy_HSA=-3.43.